Dataset: Reaction yield outcomes from USPTO patents with 853,638 reactions. Task: Predict the reaction yield, written as a fraction of the theoretical maximum amount of product (1.0 means a 100% yield; for example, 0.34 means a 34% yield). (1) The reactants are Cl[C:2]1[C:3]([C:12]([F:15])([F:14])[F:13])=[CH:4][C:5]([N+:9]([O-:11])=[O:10])=[C:6]([NH2:8])[CH:7]=1.[F:16][C:17]([F:21])([F:20])[CH2:18][OH:19].[OH-].[K+].Cl. The catalyst is CS(C)=O.O. The product is [N+:9]([C:5]1[CH:4]=[C:3]([C:12]([F:15])([F:14])[F:13])[C:2]([O:19][CH2:18][C:17]([F:21])([F:20])[F:16])=[CH:7][C:6]=1[NH2:8])([O-:11])=[O:10]. The yield is 0.980. (2) The reactants are C(OC(=O)[NH:7][C:8]1[CH:13]=[CH:12][C:11]([C:14]([N:16]2[CH2:22][C:21]3([CH3:24])[CH2:23][CH:17]2[CH2:18][C:19]([CH3:26])([CH3:25])[CH2:20]3)=[O:15])=[CH:10][CH:9]=1)(C)(C)C.C(O)(C(F)(F)F)=O. The catalyst is C(Cl)Cl. The yield is 0.980. The product is [NH2:7][C:8]1[CH:9]=[CH:10][C:11]([C:14]([N:16]2[CH2:22][C:21]3([CH3:24])[CH2:23][CH:17]2[CH2:18][C:19]([CH3:26])([CH3:25])[CH2:20]3)=[O:15])=[CH:12][CH:13]=1. (3) The reactants are C(OC([N:8]1[CH:13]([CH3:14])[CH2:12][N:11]([C:15](=[O:30])[C:16]2[CH:21]=[CH:20][C:19]([C:22]3[CH:23]=[N:24][C:25]([NH2:29])=[C:26]([OH:28])[CH:27]=3)=[CH:18][CH:17]=2)[CH2:10][CH:9]1[CH3:31])=O)(C)(C)C.Br[CH:33]([C:35]1[CH:40]=[CH:39][CH:38]=[CH:37][C:36]=1[C:41]([F:44])([F:43])[F:42])[CH3:34].C([O-])([O-])=O.[Cs+].[Cs+].O. The catalyst is CN(C=O)C. The product is [NH2:29][C:25]1[N:24]=[CH:23][C:22]([C:19]2[CH:18]=[CH:17][C:16]([C:15]([N:11]3[CH2:10][CH:9]([CH3:31])[NH:8][CH:13]([CH3:14])[CH2:12]3)=[O:30])=[CH:21][CH:20]=2)=[CH:27][C:26]=1[O:28][CH:33]([C:35]1[CH:40]=[CH:39][CH:38]=[CH:37][C:36]=1[C:41]([F:42])([F:43])[F:44])[CH3:34]. The yield is 0.342. (4) The reactants are Br[C:2]1[CH:7]=[CH:6][C:5]([S:8]([N:11]2[CH2:26][CH2:25][C:14]3([O:19][CH2:18][C:17](=[O:20])[N:16]([CH:21]4[CH2:24][O:23][CH2:22]4)[CH2:15]3)[CH2:13][CH2:12]2)(=[O:10])=[O:9])=[CH:4][CH:3]=1.CC1(C)C(C)(C)OB([C:35]2[CH:44]=[C:43]3[C:38]([CH:39]=[CH:40][CH:41]=[N:42]3)=[CH:37][CH:36]=2)O1.C(=O)([O-])[O-].[K+].[K+].CO. The catalyst is O1CCOCC1.C(OCC)(=O)C.C1C=CC(P(C2C=CC=CC=2)[C-]2C=CC=C2)=CC=1.C1C=CC(P(C2C=CC=CC=2)[C-]2C=CC=C2)=CC=1.Cl[Pd]Cl.[Fe+2].C(Cl)Cl.C(O)C. The product is [O:23]1[CH2:24][CH:21]([N:16]2[CH2:15][C:14]3([CH2:25][CH2:26][N:11]([S:8]([C:5]4[CH:6]=[CH:7][C:2]([C:35]5[CH:44]=[C:43]6[C:38]([CH:39]=[CH:40][CH:41]=[N:42]6)=[CH:37][CH:36]=5)=[CH:3][CH:4]=4)(=[O:10])=[O:9])[CH2:12][CH2:13]3)[O:19][CH2:18][C:17]2=[O:20])[CH2:22]1. The yield is 0.640.